From a dataset of Full USPTO retrosynthesis dataset with 1.9M reactions from patents (1976-2016). Predict the reactants needed to synthesize the given product. (1) The reactants are: Br[C:2]1[C:3]([C:18]2[CH:23]=[CH:22][C:21]([O:24][CH3:25])=[CH:20][CH:19]=2)=[N:4][N:5]([CH3:17])[C:6]=1[CH2:7][CH2:8][O:9][Si:10]([C:13]([CH3:16])([CH3:15])[CH3:14])([CH3:12])[CH3:11].[CH3:26][C:27]1[C:31](B(O)O)=[C:30]([CH3:35])[O:29][N:28]=1.C([O-])([O-])=O.[K+].[K+]. Given the product [Si:10]([O:9][CH2:8][CH2:7][C:6]1[N:5]([CH3:17])[N:4]=[C:3]([C:18]2[CH:23]=[CH:22][C:21]([O:24][CH3:25])=[CH:20][CH:19]=2)[C:2]=1[C:31]1[C:27]([CH3:26])=[N:28][O:29][C:30]=1[CH3:35])([C:13]([CH3:16])([CH3:15])[CH3:14])([CH3:12])[CH3:11], predict the reactants needed to synthesize it. (2) Given the product [C:7]([N:26]1[CH2:28][CH:27]1[CH2:29][OH:30])([C:14]1[CH:15]=[CH:16][CH:17]=[CH:18][CH:19]=1)([C:20]1[CH:25]=[CH:24][CH:23]=[CH:22][CH:21]=1)[C:8]1[CH:9]=[CH:10][CH:11]=[CH:12][CH:13]=1, predict the reactants needed to synthesize it. The reactants are: [H-].[Al+3].[Li+].[H-].[H-].[H-].[C:7]([N:26]1[CH2:28][CH:27]1[C:29](OC)=[O:30])([C:20]1[CH:25]=[CH:24][CH:23]=[CH:22][CH:21]=1)([C:14]1[CH:19]=[CH:18][CH:17]=[CH:16][CH:15]=1)[C:8]1[CH:13]=[CH:12][CH:11]=[CH:10][CH:9]=1.O.[OH-].[Na+]. (3) Given the product [CH2:3]([O:2][CH2:1][C:43](=[CH2:42])[C:38]([O:16][CH3:15])=[O:37])[CH:9]=[CH:8][CH3:6], predict the reactants needed to synthesize it. The reactants are: [CH3:1][O:2][C:3]1[CH:9]=[CH:8][C:6](O)=CC=1.C(C1C=C(O)C=C[C:15]=1[OH:16])(C)(C)C.P([O:37][C:38]1[CH:43]=[CH:42]C=CC=1)([O:37][C:38]1C=CC=[CH:42][CH:43]=1)[O:37][C:38]1C=CC=[CH:42][CH:43]=1. (4) Given the product [ClH:43].[ClH:43].[C:1]([N:4]1[C@@H:10]([CH3:11])[C@H:9]([NH:12][C:13](=[O:25])[C@@H:14]([NH:16][CH3:17])[CH3:15])[C:8](=[O:26])[N:7]([CH2:27][C:28]2[C:37]3[C:32](=[CH:33][CH:34]=[CH:35][CH:36]=3)[N:31]=[CH:30][C:29]=2[CH3:38])[C:6]2[CH:39]=[CH:40][CH:41]=[CH:42][C:5]1=2)(=[O:3])[CH3:2], predict the reactants needed to synthesize it. The reactants are: [C:1]([N:4]1[C@@H:10]([CH3:11])[C@H:9]([NH:12][C:13](=[O:25])[C@@H:14]([N:16](C)[C:17](=O)OC(C)(C)C)[CH3:15])[C:8](=[O:26])[N:7]([CH2:27][C:28]2[C:37]3[C:32](=[CH:33][CH:34]=[CH:35][CH:36]=3)[N:31]=[CH:30][C:29]=2[CH3:38])[C:6]2[CH:39]=[CH:40][CH:41]=[CH:42][C:5]1=2)(=[O:3])[CH3:2].[ClH:43]. (5) Given the product [CH2:13]([C:15]1[N:16]([C:40]2[CH:41]=[CH:42][C:43]3[O:47][CH:46]([CH3:48])[CH2:45][C:44]=3[CH:49]=2)[C:17](=[O:39])[C:18]([CH2:24][C:25]2[CH:26]=[CH:27][C:28]([C:31]3[CH:36]=[CH:35][CH:34]=[CH:33][C:32]=3[C:37]3[NH:3][C:4](=[O:7])[O:5][N:38]=3)=[CH:29][CH:30]=2)=[C:19]([CH2:21][CH2:22][CH3:23])[N:20]=1)[CH3:14], predict the reactants needed to synthesize it. The reactants are: [Cl-].O[NH3+:3].[C:4](=[O:7])([O-])[OH:5].[Na+].CS(C)=O.[CH2:13]([C:15]1[N:16]([C:40]2[CH:41]=[CH:42][C:43]3[O:47][CH:46]([CH3:48])[CH2:45][C:44]=3[CH:49]=2)[C:17](=[O:39])[C:18]([CH2:24][C:25]2[CH:30]=[CH:29][C:28]([C:31]3[C:32]([C:37]#[N:38])=[CH:33][CH:34]=[CH:35][CH:36]=3)=[CH:27][CH:26]=2)=[C:19]([CH2:21][CH2:22][CH3:23])[N:20]=1)[CH3:14].